From a dataset of Full USPTO retrosynthesis dataset with 1.9M reactions from patents (1976-2016). Predict the reactants needed to synthesize the given product. (1) Given the product [NH2:11][S:8]([C:3]1[CH:4]=[CH:5][CH:6]=[CH:7][C:2]=1[N:12]1[CH2:17][CH2:16][NH:15][CH2:14][CH2:13]1)(=[O:10])=[O:9], predict the reactants needed to synthesize it. The reactants are: F[C:2]1[CH:7]=[CH:6][CH:5]=[CH:4][C:3]=1[S:8]([NH2:11])(=[O:10])=[O:9].[NH:12]1[CH2:17][CH2:16][NH:15][CH2:14][CH2:13]1. (2) The reactants are: [Si]([O:8][CH2:9][C@@H:10]([N:14]1[C:26]2[C:25]3[CH:24]=[CH:23][CH:22]=[CH:21][C:20]=3[N:19]=[CH:18][C:17]=2[N:16]=[C:15]1[CH2:27]Cl)[CH:11]([CH3:13])[CH3:12])(C(C)(C)C)(C)C.[F-].C([N+](CCCC)(CCCC)CCCC)CCC.C(=O)(O)[O-].[Na+].CC(C)([O-])C.[K+]. Given the product [CH:11]([C@@H:10]1[N:14]2[C:26]3[C:25]4[C:20](=[CH:21][CH:22]=[CH:23][CH:24]=4)[N:19]=[CH:18][C:17]=3[N:16]=[C:15]2[CH2:27][O:8][CH2:9]1)([CH3:13])[CH3:12], predict the reactants needed to synthesize it. (3) The reactants are: [Cl:1][C:2]1[C:7]([F:8])=[CH:6][C:5]([NH2:9])=[C:4]([N+:10]([O-:12])=[O:11])[CH:3]=1.[CH3:13][C:14]([O:17][C:18](O[C:18]([O:17][C:14]([CH3:16])([CH3:15])[CH3:13])=[O:19])=[O:19])([CH3:16])[CH3:15].C(O)(C(F)(F)F)=O. Given the product [C:14]([O:17][C:18](=[O:19])[NH:9][C:5]1[CH:6]=[C:7]([F:8])[C:2]([Cl:1])=[CH:3][C:4]=1[N+:10]([O-:12])=[O:11])([CH3:16])([CH3:15])[CH3:13], predict the reactants needed to synthesize it. (4) Given the product [CH2:1]([O:15][C:16]1[O:20][C:19]([C:21]([O:23][CH2:27][CH2:26][CH2:25][Cl:24])=[O:22])=[CH:18][CH:17]=1)[CH2:2][CH2:3][CH2:4][CH2:5][CH2:6][CH2:7][CH2:8][CH2:9][CH2:10][CH2:11][CH2:12][CH2:13][CH3:14], predict the reactants needed to synthesize it. The reactants are: [CH2:1]([O:15][C:16]1[O:20][C:19]([C:21]([OH:23])=[O:22])=[CH:18][CH:17]=1)[CH2:2][CH2:3][CH2:4][CH2:5][CH2:6][CH2:7][CH2:8][CH2:9][CH2:10][CH2:11][CH2:12][CH2:13][CH3:14].[Cl:24][CH2:25][CH2:26][CH2:27]Br.O.O.O.O.O.[OH-].C([N+](CCCC)(CCCC)CCCC)CCC. (5) Given the product [N+:1]([C:4]1[CH:5]=[C:6]([C:7]([N:24]2[CH2:25][CH2:26][N:21]([CH3:20])[CH2:22][CH2:23]2)=[O:9])[CH:10]=[CH:11][C:12]=1[N+:13]([O-:15])=[O:14])([O-:3])=[O:2], predict the reactants needed to synthesize it. The reactants are: [N+:1]([C:4]1[CH:5]=[C:6]([CH:10]=[CH:11][C:12]=1[N+:13]([O-:15])=[O:14])[C:7]([OH:9])=O)([O-:3])=[O:2].O=S(Cl)Cl.[CH3:20][N:21]1[CH2:26][CH2:25][NH:24][CH2:23][CH2:22]1.CCN(CC)CC. (6) Given the product [CH3:29][O:28][C:25]1[CH:24]=[CH:23][C:22]([CH2:21][O:20][C:19]2[C:14]([C:12]([OH:13])=[O:11])=[N:15][C:16]([C:40]3[CH:45]=[CH:44][C:43]([CH3:46])=[CH:42][CH:41]=3)=[N:17][C:18]=2[O:30][CH2:31][C:32]2[CH:37]=[CH:36][C:35]([O:38][CH3:39])=[CH:34][CH:33]=2)=[CH:27][CH:26]=1, predict the reactants needed to synthesize it. The reactants are: C(N(C(C)C)CC)(C)C.C[O:11][C:12]([C:14]1[C:19]([O:20][CH2:21][C:22]2[CH:27]=[CH:26][C:25]([O:28][CH3:29])=[CH:24][CH:23]=2)=[C:18]([O:30][CH2:31][C:32]2[CH:37]=[CH:36][C:35]([O:38][CH3:39])=[CH:34][CH:33]=2)[N:17]=[C:16]([C:40]2[CH:45]=[CH:44][C:43]([CH3:46])=[CH:42][CH:41]=2)[N:15]=1)=[O:13].CN(C(ON1N=NC2C=CC=NC1=2)=[N+](C)C)C.F[P-](F)(F)(F)(F)F. (7) Given the product [C:1]([C:5]1[CH:6]=[C:7]([CH:11]=[C:12]([C:14]([N:16]2[CH2:21][CH2:20][CH:19]([O:22][C:23]3[CH:28]=[CH:27][C:26]([Cl:29])=[CH:25][CH:24]=3)[CH2:18][CH2:17]2)=[O:15])[CH:13]=1)[C:8]([NH2:40])=[O:9])([CH3:4])([CH3:3])[CH3:2], predict the reactants needed to synthesize it. The reactants are: [C:1]([C:5]1[CH:6]=[C:7]([CH:11]=[C:12]([C:14]([N:16]2[CH2:21][CH2:20][CH:19]([O:22][C:23]3[CH:28]=[CH:27][C:26]([Cl:29])=[CH:25][CH:24]=3)[CH2:18][CH2:17]2)=[O:15])[CH:13]=1)[C:8](O)=[O:9])([CH3:4])([CH3:3])[CH3:2].C(Cl)CCl.C1C=CC2N(O)N=[N:40]C=2C=1.C(N(CC)C(C)C)(C)C.O.[NH4+]. (8) The reactants are: [NH2:1][C:2]1[CH:3]=[C:4]([N:8]([C:16]2([C:29]([O:31][CH3:32])=[O:30])[CH2:21][CH2:20][N:19]([C:22]([O:24][C:25]([CH3:28])([CH3:27])[CH3:26])=[O:23])[CH2:18][CH2:17]2)[C:9]([C:11]2[O:12][CH:13]=[CH:14][CH:15]=2)=[O:10])[CH:5]=[CH:6][CH:7]=1.N1C=CC=CC=1.[C:39](OC(=O)C)(=[O:41])[CH3:40].C(=O)([O-])O.[Na+]. Given the product [C:39]([NH:1][C:2]1[CH:3]=[C:4]([N:8]([C:16]2([C:29]([O:31][CH3:32])=[O:30])[CH2:21][CH2:20][N:19]([C:22]([O:24][C:25]([CH3:26])([CH3:27])[CH3:28])=[O:23])[CH2:18][CH2:17]2)[C:9]([C:11]2[O:12][CH:13]=[CH:14][CH:15]=2)=[O:10])[CH:5]=[CH:6][CH:7]=1)(=[O:41])[CH3:40], predict the reactants needed to synthesize it. (9) The reactants are: [CH3:1][C:2]1[CH:9]=[CH:8][C:5]([C:6]#[N:7])=[C:4]([C:10]([F:13])([F:12])[F:11])[CH:3]=1.[Br:14]N1C(=O)CCC1=O.N(C(C)(C)C#N)=NC(C)(C)C#N. Given the product [Br:14][CH2:1][C:2]1[CH:9]=[CH:8][C:5]([C:6]#[N:7])=[C:4]([C:10]([F:11])([F:12])[F:13])[CH:3]=1, predict the reactants needed to synthesize it.